Dataset: Catalyst prediction with 721,799 reactions and 888 catalyst types from USPTO. Task: Predict which catalyst facilitates the given reaction. Reactant: Br[C:2]1[C:3]2[N:4]([N:8]=[C:9]([NH:11][C:12]3[CH:28]=[CH:27][C:15]([C:16]([N:18]([CH3:26])[CH:19]4[CH2:24][CH2:23][N:22]([CH3:25])[CH2:21][CH2:20]4)=[O:17])=[CH:14][CH:13]=3)[N:10]=2)[CH:5]=[CH:6][CH:7]=1.CC1(C)C(C)(C)OB([C:37]2[CH2:42][CH2:41][N:40]([C:43]([O:45][C:46]([CH3:49])([CH3:48])[CH3:47])=[O:44])[CH2:39][CH:38]=2)O1.C(=O)([O-])[O-].[Na+].[Na+]. Product: [CH3:26][N:18]([CH:19]1[CH2:24][CH2:23][N:22]([CH3:25])[CH2:21][CH2:20]1)[C:16]([C:15]1[CH:27]=[CH:28][C:12]([NH:11][C:9]2[N:10]=[C:3]3[C:2]([C:37]4[CH2:42][CH2:41][N:40]([C:43]([O:45][C:46]([CH3:49])([CH3:48])[CH3:47])=[O:44])[CH2:39][CH:38]=4)=[CH:7][CH:6]=[CH:5][N:4]3[N:8]=2)=[CH:13][CH:14]=1)=[O:17]. The catalyst class is: 75.